Dataset: NCI-60 drug combinations with 297,098 pairs across 59 cell lines. Task: Regression. Given two drug SMILES strings and cell line genomic features, predict the synergy score measuring deviation from expected non-interaction effect. (1) Drug 1: CC1C(C(CC(O1)OC2CC(OC(C2O)C)OC3=CC4=CC5=C(C(=O)C(C(C5)C(C(=O)C(C(C)O)O)OC)OC6CC(C(C(O6)C)O)OC7CC(C(C(O7)C)O)OC8CC(C(C(O8)C)O)(C)O)C(=C4C(=C3C)O)O)O)O. Drug 2: CN1C2=C(C=C(C=C2)N(CCCl)CCCl)N=C1CCCC(=O)O.Cl. Cell line: EKVX. Synergy scores: CSS=15.6, Synergy_ZIP=0.903, Synergy_Bliss=-0.489, Synergy_Loewe=-53.3, Synergy_HSA=-2.27. (2) Drug 1: CNC(=O)C1=CC=CC=C1SC2=CC3=C(C=C2)C(=NN3)C=CC4=CC=CC=N4. Drug 2: CC1CCCC2(C(O2)CC(NC(=O)CC(C(C(=O)C(C1O)C)(C)C)O)C(=CC3=CSC(=N3)C)C)C. Cell line: MDA-MB-231. Synergy scores: CSS=5.92, Synergy_ZIP=4.80, Synergy_Bliss=8.94, Synergy_Loewe=3.20, Synergy_HSA=5.22. (3) Drug 1: CC1=C(N=C(N=C1N)C(CC(=O)N)NCC(C(=O)N)N)C(=O)NC(C(C2=CN=CN2)OC3C(C(C(C(O3)CO)O)O)OC4C(C(C(C(O4)CO)O)OC(=O)N)O)C(=O)NC(C)C(C(C)C(=O)NC(C(C)O)C(=O)NCCC5=NC(=CS5)C6=NC(=CS6)C(=O)NCCC[S+](C)C)O. Drug 2: CCN(CC)CCCC(C)NC1=C2C=C(C=CC2=NC3=C1C=CC(=C3)Cl)OC. Cell line: SW-620. Synergy scores: CSS=32.2, Synergy_ZIP=-5.69, Synergy_Bliss=2.42, Synergy_Loewe=1.61, Synergy_HSA=2.95. (4) Drug 1: C1CN1P(=S)(N2CC2)N3CC3. Drug 2: CC1C(C(CC(O1)OC2CC(OC(C2O)C)OC3=CC4=CC5=C(C(=O)C(C(C5)C(C(=O)C(C(C)O)O)OC)OC6CC(C(C(O6)C)O)OC7CC(C(C(O7)C)O)OC8CC(C(C(O8)C)O)(C)O)C(=C4C(=C3C)O)O)O)O. Cell line: RPMI-8226. Synergy scores: CSS=53.7, Synergy_ZIP=-6.91, Synergy_Bliss=-2.27, Synergy_Loewe=-4.06, Synergy_HSA=-2.70. (5) Drug 1: C1=NC2=C(N=C(N=C2N1C3C(C(C(O3)CO)O)F)Cl)N. Drug 2: CC1=C(C(=CC=C1)Cl)NC(=O)C2=CN=C(S2)NC3=CC(=NC(=N3)C)N4CCN(CC4)CCO. Cell line: M14. Synergy scores: CSS=14.9, Synergy_ZIP=-2.36, Synergy_Bliss=2.16, Synergy_Loewe=1.55, Synergy_HSA=2.21.